This data is from Catalyst prediction with 721,799 reactions and 888 catalyst types from USPTO. The task is: Predict which catalyst facilitates the given reaction. (1) Reactant: FC(F)(F)C(O)=O.C(OC([N:15]1[CH2:30][CH2:29][CH2:28][CH:17]([C:18]([O:20][CH2:21][C:22]2[CH:27]=[CH:26][CH:25]=[CH:24][CH:23]=2)=[O:19])[CH2:16]1)=O)(C)(C)C. Product: [NH:15]1[CH2:30][CH2:29][CH2:28][CH:17]([C:18]([O:20][CH2:21][C:22]2[CH:27]=[CH:26][CH:25]=[CH:24][CH:23]=2)=[O:19])[CH2:16]1. The catalyst class is: 4. (2) Reactant: Cl.[F:2][C:3]1[CH:12]=[C:11]2[C:6]([CH2:7][CH2:8][CH2:9][CH:10]2[CH2:13][CH2:14][NH2:15])=[CH:5][CH:4]=1.[C:16](OC(=O)C)(=[O:18])[CH3:17].Cl. Product: [F:2][C:3]1[CH:12]=[C:11]2[C:6]([CH2:7][CH2:8][CH2:9][CH:10]2[CH2:13][CH2:14][NH:15][C:16](=[O:18])[CH3:17])=[CH:5][CH:4]=1. The catalyst class is: 17. (3) Reactant: [C:1]([C:3]1[CH:34]=[CH:33][C:6]([CH2:7][N:8]([CH:22]2[CH2:27][CH2:26][N:25]([CH2:28][CH2:29][CH:30]([CH3:32])[CH3:31])[CH2:24][CH2:23]2)[C:9]([C:11]2[CH:16]=[CH:15][C:14]([CH2:17][CH2:18][CH2:19][CH2:20][CH3:21])=[CH:13][N:12]=2)=[O:10])=[CH:5][CH:4]=1)#[N:2].Cl.[NH2:36][OH:37].C(=O)([O-])O.[Na+]. The catalyst class is: 8. Product: [OH:37][NH:36][C:1]([C:3]1[CH:4]=[CH:5][C:6]([CH2:7][N:8]([CH:22]2[CH2:23][CH2:24][N:25]([CH2:28][CH2:29][CH:30]([CH3:31])[CH3:32])[CH2:26][CH2:27]2)[C:9]([C:11]2[CH:16]=[CH:15][C:14]([CH2:17][CH2:18][CH2:19][CH2:20][CH3:21])=[CH:13][N:12]=2)=[O:10])=[CH:33][CH:34]=1)=[NH:2]. (4) Reactant: [OH:1][C:2]1[CH:7]=[CH:6][C:5]([CH2:8][CH2:9][NH:10][C:11](=[O:21])[C@@H:12]([NH:16][S:17]([CH3:20])(=[O:19])=[O:18])[CH:13]([CH3:15])[CH3:14])=[CH:4][C:3]=1[O:22][CH3:23].Br[CH2:25]/[CH:26]=[CH:27]/[C:28]1[CH:33]=[CH:32][CH:31]=[CH:30][CH:29]=1.[CH3:34][O-].[Na+].O. Product: [CH2:20]([S:17]([NH:16][C@@H:12]([CH:13]([CH3:15])[CH3:14])[C:11]([NH:10][CH2:9][CH2:8][C:5]1[CH:6]=[CH:7][C:2]([O:1][CH2:25]/[CH:26]=[CH:27]/[C:28]2[CH:33]=[CH:32][CH:31]=[CH:30][CH:29]=2)=[C:3]([O:22][CH3:23])[CH:4]=1)=[O:21])(=[O:19])=[O:18])[CH3:34]. The catalyst class is: 5. (5) Reactant: F[C:2]1[CH:7]=[CH:6][C:5]([S:8]([NH:11][CH3:12])(=[O:10])=[O:9])=[CH:4][CH:3]=1.[NH:13]1[CH2:18][CH2:17][NH:16][CH2:15][CH2:14]1. Product: [CH3:12][NH:11][S:8]([C:5]1[CH:6]=[CH:7][C:2]([N:13]2[CH2:18][CH2:17][NH:16][CH2:15][CH2:14]2)=[CH:3][CH:4]=1)(=[O:10])=[O:9]. The catalyst class is: 6. (6) Reactant: [CH3:1][C:2]1[CH:6]=[C:5]([CH3:7])[NH:4][N:3]=1.[Cl:8][S:9](O)(=[O:11])=[O:10].S(Cl)(Cl)=O.ClCCl. Product: [CH3:1][C:2]1[C:6]([S:9]([Cl:8])(=[O:11])=[O:10])=[C:5]([CH3:7])[NH:4][N:3]=1. The catalyst class is: 22. (7) Reactant: [Cl:1][C:2]1[CH:16]=[CH:15][C:5]([CH:6](O)[C:7]2[CH:12]=[CH:11][C:10]([Cl:13])=[CH:9][CH:8]=2)=[CH:4][CH:3]=1.C([Br:20])(=O)C. Product: [Cl:1][C:2]1[CH:16]=[CH:15][C:5]([CH:6]([Br:20])[C:7]2[CH:12]=[CH:11][C:10]([Cl:13])=[CH:9][CH:8]=2)=[CH:4][CH:3]=1. The catalyst class is: 48.